Task: Predict the product of the given reaction.. Dataset: Forward reaction prediction with 1.9M reactions from USPTO patents (1976-2016) (1) Given the reactants [NH2:1][C@H:2]1[CH2:7][CH2:6][C@H:5]([NH:8][C:9]([C:11]2[C:15]3[N:16]=[CH:17][N:18]=[C:19]([C:20]4[CH:25]=[CH:24][C:23]([O:26][CH3:27])=[CH:22][C:21]=4[O:28][CH2:29][CH:30]4[CH2:32][CH2:31]4)[C:14]=3[NH:13][CH:12]=2)=[O:10])[CH2:4][CH2:3]1.[CH3:33][O:34][CH2:35][C:36](Cl)=[O:37], predict the reaction product. The product is: [CH3:33][O:34][CH2:35][C:36]([NH:1][C@H:2]1[CH2:7][CH2:6][C@H:5]([NH:8][C:9]([C:11]2[C:15]3[N:16]=[CH:17][N:18]=[C:19]([C:20]4[CH:25]=[CH:24][C:23]([O:26][CH3:27])=[CH:22][C:21]=4[O:28][CH2:29][CH:30]4[CH2:31][CH2:32]4)[C:14]=3[NH:13][CH:12]=2)=[O:10])[CH2:4][CH2:3]1)=[O:37]. (2) Given the reactants [CH2:1]([O:3][C:4]1[C:13]2[C:8](=[CH:9][CH:10]=[C:11]([CH:14]=[C:15]3[S:19][C:18](=S)[NH:17][C:16]3=[O:21])[CH:12]=2)[N:7]=[C:6]([NH:22][C:23](=[O:25])[CH3:24])[CH:5]=1)[CH3:2].C(N(C(C)C)CC)(C)C.CI.[NH2:37][CH2:38][CH2:39][CH:40]1[CH2:45][CH2:44][O:43][CH2:42][CH2:41]1, predict the reaction product. The product is: [CH2:1]([O:3][C:4]1[C:13]2[C:8](=[CH:9][CH:10]=[C:11]([CH:14]=[C:15]3[S:19][C:18]([NH:37][CH2:38][CH2:39][CH:40]4[CH2:45][CH2:44][O:43][CH2:42][CH2:41]4)=[N:17][C:16]3=[O:21])[CH:12]=2)[N:7]=[C:6]([NH:22][C:23](=[O:25])[CH3:24])[CH:5]=1)[CH3:2]. (3) Given the reactants [C:1]([O:5][C@@H:6]([C:11]1[C:12]([C:30]2[CH:31]=[CH:32][C:33]3[O:37][CH2:36][CH2:35][C:34]=3[CH:38]=2)=[C:13]2[CH:20]=[CH:19][N:18]([CH2:21][C:22]3[CH:27]=[CH:26][C:25]([F:28])=[C:24]([F:29])[CH:23]=3)[C:14]2=[N:15][C:16]=1[CH3:17])[C:7]([O:9]C)=[O:8])([CH3:4])([CH3:3])[CH3:2].[Li+].[OH-], predict the reaction product. The product is: [C:1]([O:5][C@@H:6]([C:11]1[C:12]([C:30]2[CH:31]=[CH:32][C:33]3[O:37][CH2:36][CH2:35][C:34]=3[CH:38]=2)=[C:13]2[CH:20]=[CH:19][N:18]([CH2:21][C:22]3[CH:27]=[CH:26][C:25]([F:28])=[C:24]([F:29])[CH:23]=3)[C:14]2=[N:15][C:16]=1[CH3:17])[C:7]([OH:9])=[O:8])([CH3:4])([CH3:2])[CH3:3]. (4) Given the reactants [Br:1][C:2]1[N:7]=[CH:6][C:5]([C:8](=[O:14])[C:9](OCC)=[O:10])=[CH:4][CH:3]=1.[BH4-].[Na+], predict the reaction product. The product is: [Br:1][C:2]1[N:7]=[CH:6][C:5]([CH:8]([OH:14])[CH2:9][OH:10])=[CH:4][CH:3]=1.